From a dataset of Forward reaction prediction with 1.9M reactions from USPTO patents (1976-2016). Predict the product of the given reaction. (1) Given the reactants [C:1]([OH:22])(=O)[CH2:2][CH2:3][CH2:4]/[CH:5]=[CH:6]\[CH2:7]/[CH:8]=[CH:9]\[CH2:10]/[CH:11]=[CH:12]\[CH2:13]/[CH:14]=[CH:15]\[CH2:16]/[CH:17]=[CH:18]\[CH2:19][CH3:20].[CH3:23][O:24][CH2:25][CH2:26][O:27][CH2:28][CH2:29][O:30][CH2:31][CH2:32][NH2:33].C(Cl)CCl, predict the reaction product. The product is: [CH3:23][O:24][CH2:25][CH2:26][O:27][CH2:28][CH2:29][O:30][CH2:31][CH2:32][NH:33][C:1](=[O:22])[CH2:2][CH2:3][CH2:4]/[CH:5]=[CH:6]\[CH2:7]/[CH:8]=[CH:9]\[CH2:10]/[CH:11]=[CH:12]\[CH2:13]/[CH:14]=[CH:15]\[CH2:16]/[CH:17]=[CH:18]\[CH2:19][CH3:20]. (2) Given the reactants [C:1]([O:5][C:6]([NH:8][CH:9]([C:12]1[CH:23]=[CH:22][C:15]([C:16]([O:18][CH2:19][CH2:20][CH3:21])=[O:17])=[CH:14][CH:13]=1)[CH2:10][OH:11])=[O:7])([CH3:4])([CH3:3])[CH3:2], predict the reaction product. The product is: [CH2:19]([O:18][C:16]([CH:15]1[CH2:22][CH2:23][CH:12]([CH:9]([NH:8][C:6]([O:5][C:1]([CH3:2])([CH3:4])[CH3:3])=[O:7])[CH2:10][OH:11])[CH2:13][CH2:14]1)=[O:17])[CH2:20][CH3:21]. (3) Given the reactants [CH3:1][O:2][C:3]1[CH:4]=[C:5]([CH2:9][CH2:10][N:11]2[CH2:16][CH2:15][CH:14]([CH2:17][C:18]3[CH:23]=[C:22]([O:24][CH3:25])[CH:21]=[CH:20][C:19]=3Br)[CH2:13][CH2:12]2)[CH:6]=[CH:7][CH:8]=1.C([Li])CCC.[CH:32](=[O:34])[CH3:33].C(=O)([O-])O.[Na+], predict the reaction product. The product is: [CH3:1][O:2][C:3]1[CH:4]=[C:5]([CH2:9][CH2:10][N:11]2[CH2:16][CH2:15][CH:14]([CH2:17][C:18]3[CH:23]=[C:22]([O:24][CH3:25])[CH:21]=[CH:20][C:19]=3[CH:32]([OH:34])[CH3:33])[CH2:13][CH2:12]2)[CH:6]=[CH:7][CH:8]=1. (4) Given the reactants Cl[CH2:2][C:3]1[CH:8]=[CH:7][C:6]([O:9][C:10]2[CH:15]=[CH:14][CH:13]=[C:12]([C:16]([F:19])([F:18])[F:17])[CH:11]=2)=[C:5]([C:20]([F:23])([F:22])[F:21])[CH:4]=1.[CH3:24][O:25][C:26]1[N:31]=[CH:30][C:29]([CH2:32][C:33]2[C:34](=[O:40])[NH:35][C:36](=[S:39])[NH:37][CH:38]=2)=[CH:28][N:27]=1.CCN(C(C)C)C(C)C, predict the reaction product. The product is: [CH3:24][O:25][C:26]1[N:27]=[CH:28][C:29]([CH2:32][C:33]2[C:34](=[O:40])[N:35]=[C:36]([S:39][CH2:2][C:3]3[CH:8]=[CH:7][C:6]([O:9][C:10]4[CH:15]=[CH:14][CH:13]=[C:12]([C:16]([F:19])([F:18])[F:17])[CH:11]=4)=[C:5]([C:20]([F:23])([F:22])[F:21])[CH:4]=3)[NH:37][CH:38]=2)=[CH:30][N:31]=1. (5) The product is: [Br:1][C:2]1[CH:26]=[CH:25][C:5]2[C:6]([CH:15]([CH3:23])[CH3:16])=[N:7][C:8]3[CH:9]=[CH:10][NH:11][C:12](=[O:28])[C:13]=3[C:4]=2[CH:3]=1. Given the reactants [Br:1][C:2]1[CH:26]=[CH:25][C:5]2[C:6]([C:15](C)([CH3:23])[C:16](OC(C)(C)C)=O)=[N:7][C:8]3[C:13]([C:4]=2[CH:3]=1)=[C:12](Cl)[N:11]=[CH:10][CH:9]=3.C(O)(C(F)(F)F)=[O:28], predict the reaction product.